Dataset: Reaction yield outcomes from USPTO patents with 853,638 reactions. Task: Predict the reaction yield, written as a fraction of the theoretical maximum amount of product (1.0 means a 100% yield; for example, 0.34 means a 34% yield). (1) The reactants are [CH3:1][CH:2]([CH3:25])[C:3](=O)[C:4]#[C:5][C:6]1[CH:7]=[CH:8][C:9]2[N:10]([C:12]([CH2:15][NH:16][C:17](=[O:23])[O:18][C:19]([CH3:22])([CH3:21])[CH3:20])=[N:13][N:14]=2)[N:11]=1.[NH2:26]OS(O)(=O)=O.C(=O)(O)[O-].[Na+].[SH-:37].[Na+]. The catalyst is O.O1CCOCC1. The product is [CH:2]([C:3]1[CH:4]=[C:5]([C:6]2[CH:7]=[CH:8][C:9]3[N:10]([C:12]([CH2:15][NH:16][C:17](=[O:23])[O:18][C:19]([CH3:22])([CH3:21])[CH3:20])=[N:13][N:14]=3)[N:11]=2)[S:37][N:26]=1)([CH3:25])[CH3:1]. The yield is 0.225. (2) The reactants are Cl[C:2]1[C:11]2[C:6](=[CH:7][CH:8]=[CH:9][CH:10]=2)[N:5]=[C:4]([C:12]2[CH:17]=[CH:16][C:15]([O:18][C:19]([F:22])([F:21])[F:20])=[CH:14][CH:13]=2)[CH:3]=1.[F:23][C:24]([F:31])([F:30])[C:25]1[CH:29]=[CH:28][NH:27][N:26]=1.[H-].[Na+]. The catalyst is CN(C=O)C.C(OCC)(=O)C. The product is [F:20][C:19]([F:22])([F:21])[O:18][C:15]1[CH:16]=[CH:17][C:12]([C:4]2[CH:3]=[C:2]([N:27]3[CH:28]=[CH:29][C:25]([C:24]([F:31])([F:30])[F:23])=[N:26]3)[C:11]3[C:6](=[CH:7][CH:8]=[CH:9][CH:10]=3)[N:5]=2)=[CH:13][CH:14]=1. The yield is 0.550. (3) The reactants are Cl.[NH2:2][CH2:3][C:4]([C:6]1[CH:11]=[CH:10][CH:9]=[CH:8][CH:7]=1)=[O:5].C(N(CC)CC)C.Cl[CH2:20][CH2:21][S:22](Cl)(=[O:24])=[O:23].Cl. The catalyst is ClCCl. The product is [CH:21]([S:22]([NH:2][CH2:3][C:4]([C:6]1[CH:11]=[CH:10][CH:9]=[CH:8][CH:7]=1)=[O:5])(=[O:24])=[O:23])=[CH2:20]. The yield is 0.320.